The task is: Predict the product of the given reaction.. This data is from Forward reaction prediction with 1.9M reactions from USPTO patents (1976-2016). Given the reactants [F:1][C:2]1([CH2:8][C@H:9]([NH:12][C:13](=[O:19])[O:14][C:15]([CH3:18])([CH3:17])[CH3:16])[CH2:10][OH:11])[CH2:7][CH2:6][CH2:5][CH2:4][CH2:3]1.[CH3:20][S:21](Cl)(=[O:23])=[O:22].C(N(CC)CC)C, predict the reaction product. The product is: [CH3:20][S:21]([O:11][CH2:10][C@@H:9]([NH:12][C:13]([O:14][C:15]([CH3:16])([CH3:18])[CH3:17])=[O:19])[CH2:8][C:2]1([F:1])[CH2:3][CH2:4][CH2:5][CH2:6][CH2:7]1)(=[O:23])=[O:22].